Dataset: Forward reaction prediction with 1.9M reactions from USPTO patents (1976-2016). Task: Predict the product of the given reaction. Given the reactants [C:1]([OH:10])(=[O:9])[C:2]1[C:3](=[CH:5][CH:6]=[CH:7][CH:8]=1)[OH:4].[C:11]([O-:20])(=[O:19])[C:12]1[C:13](=[CH:15][CH:16]=[CH:17][CH:18]=1)[OH:14].[CH2:21]([N+:37]1[CH:42]=[CH:41][CH:40]=[CH:39][CH:38]=1)[CH2:22][CH2:23][CH2:24][CH2:25][CH2:26][CH2:27][CH2:28][CH2:29][CH2:30][CH2:31][CH2:32][CH2:33][CH2:34][CH2:35][CH3:36], predict the reaction product. The product is: [C:1]([O-:10])(=[O:9])[C:2]1[C:3](=[CH:5][CH:6]=[CH:7][CH:8]=1)[OH:4].[CH2:21]([N+:37]1[CH:38]=[CH:39][CH:40]=[CH:41][CH:42]=1)[CH2:22][CH2:23][CH2:24][CH2:25][CH2:26][CH2:27][CH2:28][CH2:29][CH2:30][CH2:31][CH2:32][CH2:33][CH2:34][CH2:35][CH3:36].[C:11]([OH:20])(=[O:19])[C:12]1[C:13](=[CH:15][CH:16]=[CH:17][CH:18]=1)[OH:14].